This data is from Forward reaction prediction with 1.9M reactions from USPTO patents (1976-2016). The task is: Predict the product of the given reaction. (1) Given the reactants C(OC([NH:8][C@H:9]1[CH2:14][C@@H:13]([CH3:15])[CH2:12][N:11]([C:16]2[CH:21]=[CH:20][N:19]=[CH:18][C:17]=2[NH:22][C:23]([C:25]2[C:29]3=[N:30][CH:31]=[C:32]([C:34]4[CH:35]=[N:36][CH:37]=[N:38][CH:39]=4)[CH:33]=[C:28]3[O:27][C:26]=2[NH:40]C(=O)OC(C)(C)C)=[O:24])[CH2:10]1)=O)(C)(C)C.Cl.O1CCOCC1, predict the reaction product. The product is: [NH2:40][C:26]1[O:27][C:28]2[C:29](=[N:30][CH:31]=[C:32]([C:34]3[CH:39]=[N:38][CH:37]=[N:36][CH:35]=3)[CH:33]=2)[C:25]=1[C:23]([NH:22][C:17]1[CH:18]=[N:19][CH:20]=[CH:21][C:16]=1[N:11]1[CH2:12][C@H:13]([CH3:15])[CH2:14][C@H:9]([NH2:8])[CH2:10]1)=[O:24]. (2) Given the reactants [CH:1]1([C:7]([C:9]2[N:13]([CH3:14])[C:12]([S:15](Cl)(=[O:17])=[O:16])=[CH:11][CH:10]=2)=[O:8])[CH2:6][CH2:5][CH2:4][CH2:3][CH2:2]1.[NH3:19].Cl, predict the reaction product. The product is: [CH:1]1([C:7]([C:9]2[N:13]([CH3:14])[C:12]([S:15]([NH2:19])(=[O:17])=[O:16])=[CH:11][CH:10]=2)=[O:8])[CH2:6][CH2:5][CH2:4][CH2:3][CH2:2]1. (3) Given the reactants [C:1]([O:5][C:6]([N:8]1[CH2:13][C@H:12]([CH2:14]Cl)[N:11]([CH2:16][C:17]([N:19]2[C:27]3[C:22](=[N:23][CH:24]=[C:25]([CH2:28][C:29]4[CH:34]=[CH:33][CH:32]=[CH:31][C:30]=4[F:35])[CH:26]=3)[C:21]([CH3:37])([CH3:36])[CH2:20]2)=[O:18])[CH2:10][C@H:9]1[CH3:38])=[O:7])([CH3:4])([CH3:3])[CH3:2].[CH3:39][C@@H:40]1[CH2:45][O:44][CH2:43][CH2:42][NH:41]1, predict the reaction product. The product is: [C:1]([O:5][C:6]([N:8]1[CH2:13][C@H:12]([CH2:14][N:41]2[CH2:42][CH2:43][O:44][CH2:45][C@H:40]2[CH3:39])[N:11]([CH2:16][C:17]([N:19]2[C:27]3[C:22](=[N:23][CH:24]=[C:25]([CH2:28][C:29]4[CH:34]=[CH:33][CH:32]=[CH:31][C:30]=4[F:35])[CH:26]=3)[C:21]([CH3:37])([CH3:36])[CH2:20]2)=[O:18])[CH2:10][C@H:9]1[CH3:38])=[O:7])([CH3:4])([CH3:3])[CH3:2]. (4) Given the reactants [C:1]([CH:4]([CH2:9][CH2:10][CH2:11][CH2:12][CH3:13])[C:5]([O:7]C)=[O:6])(=[O:3])[CH3:2].[OH-].[K+], predict the reaction product. The product is: [C:1]([CH:4]([CH2:9][CH2:10][CH2:11][CH2:12][CH3:13])[C:5]([OH:7])=[O:6])(=[O:3])[CH3:2].